Dataset: Catalyst prediction with 721,799 reactions and 888 catalyst types from USPTO. Task: Predict which catalyst facilitates the given reaction. (1) Reactant: [OH:1][C:2]1[C:11]([CH:12]([OH:15])[CH2:13][CH3:14])=[C:10]2[C:5]([C:6](=[O:27])[N:7]([C:19]3[CH:26]=[CH:25][C:22]([C:23]#[N:24])=[CH:21][CH:20]=3)[C:8]([CH:16]([CH3:18])[CH3:17])=[N:9]2)=[CH:4][CH:3]=1.[Cr](Cl)([O-])(=O)=O.[NH+]1C=CC=CC=1. Product: [OH:1][C:2]1[C:11]([C:12](=[O:15])[CH2:13][CH3:14])=[C:10]2[C:5]([C:6](=[O:27])[N:7]([C:19]3[CH:20]=[CH:21][C:22]([C:23]#[N:24])=[CH:25][CH:26]=3)[C:8]([CH:16]([CH3:18])[CH3:17])=[N:9]2)=[CH:4][CH:3]=1. The catalyst class is: 158. (2) Reactant: [C:1]([C:9]1[CH:14]=[CH:13][CH:12]=[CH:11][CH:10]=1)(=O)[C:2]1[CH:7]=[CH:6][CH:5]=[CH:4][CH:3]=1.C([NH2:17])=O.C(O)=O. Product: [C:2]1([CH:1]([C:9]2[CH:14]=[CH:13][CH:12]=[CH:11][CH:10]=2)[NH2:17])[CH:7]=[CH:6][CH:5]=[CH:4][CH:3]=1. The catalyst class is: 6. (3) Reactant: [NH:1]1[C:7]2[CH:8]=[CH:9][CH:10]=[CH:11][C:6]=2[CH2:5][CH2:4][CH2:3][CH2:2]1.[C:12]([C:14]1[CH:22]=[CH:21][C:17]([C:18](O)=[O:19])=[CH:16][CH:15]=1)#[N:13].C(N(CC)CC)C. Product: [C:12]([C:14]1[CH:22]=[CH:21][C:17]([C:18]([N:1]2[C:7]3[CH:8]=[CH:9][CH:10]=[CH:11][C:6]=3[CH2:5][CH2:4][CH2:3][CH2:2]2)=[O:19])=[CH:16][CH:15]=1)#[N:13]. The catalyst class is: 277.